Predict which catalyst facilitates the given reaction. From a dataset of Catalyst prediction with 721,799 reactions and 888 catalyst types from USPTO. (1) Reactant: Br[C:2]1[CH:3]=[C:4]([N:22]([CH:24]([CH3:26])[CH3:25])[CH3:23])[C:5]([CH3:21])=[C:6]([CH:20]=1)[C:7]([NH:9][CH2:10][C:11]1[C:12](=[O:19])[NH:13][C:14]([CH3:18])=[CH:15][C:16]=1[CH3:17])=[O:8].[CH3:27][O:28][C:29]1[S:30][C:31]([Sn](CCCC)(CCCC)CCCC)=[CH:32][N:33]=1. Product: [CH3:17][C:16]1[CH:15]=[C:14]([CH3:18])[NH:13][C:12](=[O:19])[C:11]=1[CH2:10][NH:9][C:7](=[O:8])[C:6]1[CH:20]=[C:2]([C:31]2[S:30][C:29]([O:28][CH3:27])=[N:33][CH:32]=2)[CH:3]=[C:4]([N:22]([CH:24]([CH3:26])[CH3:25])[CH3:23])[C:5]=1[CH3:21]. The catalyst class is: 109. (2) Reactant: [CH3:1][O:2][C:3]1[CH:15]=[CH:14][C:13]2[C:12]3[C:7](=[CH:8][CH:9]=[CH:10][CH:11]=3)[NH:6][C:5]=2[CH:4]=1.[H-].[Na+].Br[CH2:19][C:20]([O:22]CC)=[O:21].[OH-].[Na+]. Product: [CH3:1][O:2][C:3]1[CH:15]=[CH:14][C:13]2[C:12]3[C:7](=[CH:8][CH:9]=[CH:10][CH:11]=3)[N:6]([CH2:19][C:20]([OH:22])=[O:21])[C:5]=2[CH:4]=1. The catalyst class is: 18. (3) Reactant: [CH3:1][O:2][C:3]1[CH:4]=[C:5]([NH:15][C:16]2[N:31]=[C:19]3[C:20]([C:25]4[CH2:26][CH2:27][NH:28][CH2:29][CH:30]=4)=[CH:21][C:22]([CH3:24])=[CH:23][N:18]3[N:17]=2)[CH:6]=[CH:7][C:8]=1[N:9]1[CH:13]=[C:12]([CH3:14])[N:11]=[CH:10]1.Br[CH2:33][C:34]#[N:35].C(=O)([O-])[O-].[K+].[K+].O. Product: [CH3:1][O:2][C:3]1[CH:4]=[C:5]([NH:15][C:16]2[N:31]=[C:19]3[C:20]([C:25]4[CH2:26][CH2:27][N:28]([CH2:33][C:34]#[N:35])[CH2:29][CH:30]=4)=[CH:21][C:22]([CH3:24])=[CH:23][N:18]3[N:17]=2)[CH:6]=[CH:7][C:8]=1[N:9]1[CH:13]=[C:12]([CH3:14])[N:11]=[CH:10]1. The catalyst class is: 10. (4) Reactant: C(OC([N:8]1[CH2:13][CH2:12][CH:11]([O:14][C:15]2[CH:27]=[C:26]3[C:18]([N:19]4[C:24](=[CH:25]3)[C:23](=[O:28])[NH:22][CH2:21][CH2:20]4)=[N:17][CH:16]=2)[CH2:10][CH2:9]1)=O)(C)(C)C.FC(F)(F)C(O)=O. Product: [NH:8]1[CH2:9][CH2:10][CH:11]([O:14][C:15]2[CH:27]=[C:26]3[C:18]([N:19]4[C:24](=[CH:25]3)[C:23](=[O:28])[NH:22][CH2:21][CH2:20]4)=[N:17][CH:16]=2)[CH2:12][CH2:13]1. The catalyst class is: 4. (5) Reactant: [C:1]([O:5][C:6]([N:8]1[CH:16]2[CH:11]([CH:12]([OH:17])[CH2:13][CH2:14][CH2:15]2)[CH2:10][CH2:9]1)=[O:7])([CH3:4])([CH3:3])[CH3:2].[C:18]([O:21]C=C)(=[O:20])[CH3:19]. Product: [C:1]([O:5][C:6]([N:8]1[C@@H:16]2[C@@H:11]([C@H:12]([O:17][C:18](=[O:20])[CH3:19])[CH2:13][CH2:14][CH2:15]2)[CH2:10][CH2:9]1)=[O:7])([CH3:4])([CH3:2])[CH3:3].[C:18]([OH:21])(=[O:20])[CH3:19]. The catalyst class is: 237. (6) Reactant: [C:1]([O:5][C:6](=[O:13])[NH:7][C@H:8]1[CH2:11][C@H:10](O)[CH2:9]1)([CH3:4])([CH3:3])[CH3:2].CCN(C(C)C)C(C)C.CS(Cl)(=O)=O.S([O-])(=O)(=O)C.[F:33][C:34]([F:43])([F:42])[C:35]1[CH:36]=[C:37]([SH:41])[CH:38]=[CH:39][CH:40]=1.C([O-])([O-])=O.[K+].[K+]. Product: [C:1]([O:5][C:6](=[O:13])[NH:7][C@H:8]1[CH2:11][C@@H:10]([S:41][C:37]2[CH:38]=[CH:39][CH:40]=[C:35]([C:34]([F:33])([F:42])[F:43])[CH:36]=2)[CH2:9]1)([CH3:4])([CH3:3])[CH3:2]. The catalyst class is: 59.